This data is from Full USPTO retrosynthesis dataset with 1.9M reactions from patents (1976-2016). The task is: Predict the reactants needed to synthesize the given product. (1) Given the product [CH2:20]([N:22]1[CH2:25][CH:26]=[CH:27][CH:34]([CH3:35])[CH2:23]1)[C:14]1[CH:15]=[CH:16][CH:17]=[CH:18][CH:19]=1, predict the reactants needed to synthesize it. The reactants are: [C:14]1(P([C:14]2[CH:19]=[CH:18][CH:17]=[CH:16][CH:15]=2)[C:14]2[CH:19]=[CH:18][CH:17]=[CH:16][CH:15]=2)[CH:19]=[CH:18][CH:17]=[CH:16][CH:15]=1.[CH2:20]([N:22]([CH2:25][CH3:26])[CH2:23]C)C.[CH:27](O)=O.C(O[CH2:34][CH3:35])(=O)C. (2) Given the product [CH:22]1([N:21]2[C:7]3[N:6]=[C:5]([S:4][CH3:3])[N:10]=[C:9]([C:11]4[CH:16]=[CH:15][C:14]([F:17])=[CH:13][C:12]=4[CH3:18])[C:8]=3[CH:19]=[CH:29][C:30]2=[O:31])[CH2:27][CH2:26][CH2:25][CH2:24][CH2:23]1, predict the reactants needed to synthesize it. The reactants are: [H-].[Na+].[CH3:3][S:4][C:5]1[N:10]=[C:9]([C:11]2[CH:16]=[CH:15][C:14]([F:17])=[CH:13][C:12]=2[CH3:18])[C:8]([CH:19]=O)=[C:7]([NH:21][CH:22]2[CH2:27][CH2:26][CH2:25][CH2:24][CH2:23]2)[N:6]=1.C1C[O:31][CH2:30][CH2:29]1. (3) Given the product [F:1][C:2]1[CH:18]=[C:17]([C:19]2[CH:24]=[CH:23][C:22]([O:25][CH2:26][CH:27]3[CH2:28][CH2:29][N:30]([CH2:33][C:34]([F:37])([CH3:36])[CH3:35])[CH2:31][CH2:32]3)=[CH:21][N:20]=2)[CH:16]=[CH:15][C:3]=1[C:4]([N:6]1[CH2:10][C@H:9]([OH:11])[CH2:8][C@H:7]1[C:12]([NH2:50])=[O:14])=[O:5], predict the reactants needed to synthesize it. The reactants are: [F:1][C:2]1[CH:18]=[C:17]([C:19]2[CH:24]=[CH:23][C:22]([O:25][CH2:26][CH:27]3[CH2:32][CH2:31][N:30]([CH2:33][C:34]([F:37])([CH3:36])[CH3:35])[CH2:29][CH2:28]3)=[CH:21][N:20]=2)[CH:16]=[CH:15][C:3]=1[C:4]([N:6]1[CH2:10][C@H:9]([OH:11])[CH2:8][C@H:7]1[C:12]([OH:14])=O)=[O:5].[Cl-].[NH4+].C(Cl)CCl.C1C=CC2N(O)N=[N:50]C=2C=1.CCN(C(C)C)C(C)C.